The task is: Predict which catalyst facilitates the given reaction.. This data is from Catalyst prediction with 721,799 reactions and 888 catalyst types from USPTO. (1) Reactant: [N:1]1[C:10]2[C:5](=[CH:6][CH:7]=[CH:8][CH:9]=2)[CH:4]=[CH:3][C:2]=1[CH2:11][O:12][C:13]1[CH:18]=[CH:17][C:16]([CH2:19][C:20]([OH:22])=[O:21])=[CH:15][CH:14]=1.CCN(CC)CC.Br[CH2:31][C:32]([C:34]1[CH:39]=[CH:38][C:37]([O:40][CH3:41])=[C:36]([Cl:42])[CH:35]=1)=[O:33]. Product: [N:1]1[C:10]2[C:5](=[CH:6][CH:7]=[CH:8][CH:9]=2)[CH:4]=[CH:3][C:2]=1[CH2:11][O:12][C:13]1[CH:14]=[CH:15][C:16]([CH2:19][C:20]([O:22][CH2:31][C:32]([C:34]2[CH:39]=[CH:38][C:37]([O:40][CH3:41])=[C:36]([Cl:42])[CH:35]=2)=[O:33])=[O:21])=[CH:17][CH:18]=1. The catalyst class is: 10. (2) Reactant: P(Cl)(Cl)(Cl)(Cl)[Cl:2].[N:7]1[CH:12]=[CH:11][CH:10]=[C:9]([S:13]([OH:16])(=O)=[O:14])[CH:8]=1. Product: [N:7]1[CH:12]=[CH:11][CH:10]=[C:9]([S:13]([Cl:2])(=[O:16])=[O:14])[CH:8]=1. The catalyst class is: 11. (3) Reactant: [CH2:1]([CH:3]1[O:5][CH2:4]1)[F:2].[N+:6]([C:9]1[CH:14]=[CH:13][C:12]([N:15]2[CH2:20][CH2:19][NH:18][CH2:17][CH2:16]2)=[CH:11][CH:10]=1)([O-:8])=[O:7]. Product: [F:2][CH2:1][CH:3]([OH:5])[CH2:4][N:18]1[CH2:19][CH2:20][N:15]([C:12]2[CH:11]=[CH:10][C:9]([N+:6]([O-:8])=[O:7])=[CH:14][CH:13]=2)[CH2:16][CH2:17]1. The catalyst class is: 8. (4) Reactant: Br[C:2]1[CH:3]=[C:4]2[C:9](=[CH:10][CH:11]=1)[C:8](=[O:12])[CH2:7][CH2:6]C2.[O:13]1[CH:17]=[CH:16][C:15](B2OC(C)(C)C(C)(C)O2)=[CH:14]1.C(Cl)Cl.C([O-])(O)=[O:31].[Na+]. Product: [O:13]1[CH:17]=[CH:16][C:15]([C:2]2[CH:11]=[CH:10][C:9]3[C:8](=[O:12])[CH2:7][CH2:6][O:31][C:4]=3[CH:3]=2)=[CH:14]1. The catalyst class is: 800. (5) Reactant: [F:1][C:2]1[CH:3]=[C:4]2[C:8](=[CH:9][CH:10]=1)[NH:7][CH:6]=[C:5]2[CH:11]=O.[H-].[Al+3].[Li+].[H-].[H-].[H-]. Product: [F:1][C:2]1[CH:3]=[C:4]2[C:8](=[CH:9][CH:10]=1)[NH:7][CH:6]=[C:5]2[CH3:11]. The catalyst class is: 7. (6) Reactant: [Cl:1][C:2]1[C:7]([O:8][CH3:9])=[CH:6][C:5]([OH:10])=[C:4]([N+:11]([O-:13])=[O:12])[CH:3]=1.C(N(CC)CC)C.[F:21][C:22]([F:35])([F:34])[S:23](O[S:23]([C:22]([F:35])([F:34])[F:21])(=[O:25])=[O:24])(=[O:25])=[O:24]. Product: [Cl:1][C:2]1[C:7]([O:8][CH3:9])=[CH:6][C:5]([O:10][S:23]([C:22]([F:35])([F:34])[F:21])(=[O:25])=[O:24])=[C:4]([N+:11]([O-:13])=[O:12])[CH:3]=1. The catalyst class is: 4. (7) Reactant: [CH3:1][C@:2]1([C:7]2[NH:8][C:9]3[CH:10]=[CH:11][CH:12]=[C:13]([C:16]([O:18][CH3:19])=[O:17])[C:14]=3[CH:15]=2)[CH2:6][CH2:5][CH2:4][NH:3]1.[CH3:20][O:21][C:22](=[O:25])[CH2:23]Br.CCN(C(C)C)C(C)C. Product: [CH3:20][O:21][C:22](=[O:25])[CH2:23][N:3]1[CH2:4][CH2:5][CH2:6][C@@:2]1([C:7]1[NH:8][C:9]2[CH:10]=[CH:11][CH:12]=[C:13]([C:16]([O:18][CH3:19])=[O:17])[C:14]=2[CH:15]=1)[CH3:1]. The catalyst class is: 496. (8) The catalyst class is: 15. Reactant: [Br:1]Br.[OH:3][C:4]1[CH:5]=[C:6]2[C:11](=[CH:12][CH:13]=1)[C:10]([C:14]1[O:15][C:16]3[CH:22]=[C:21]([OH:23])[CH:20]=[CH:19][C:17]=3[N:18]=1)=[CH:9][CH:8]=[CH:7]2.O. Product: [Br:1][C:5]1[C:4]([OH:3])=[CH:13][CH:12]=[C:11]2[C:6]=1[CH:7]=[CH:8][CH:9]=[C:10]2[C:14]1[O:15][C:16]2[CH:22]=[C:21]([OH:23])[CH:20]=[CH:19][C:17]=2[N:18]=1. (9) Reactant: [F:1][CH:2]([F:20])[O:3][C:4]1[CH:9]=[CH:8][C:7]([CH:10]2[CH2:15][NH:14][CH2:13][CH:12]([C:16]([O:18][CH3:19])=[O:17])[CH2:11]2)=[CH:6][CH:5]=1.C(N(CC)C(C)C)(C)C.[N:30]1([C:38](OC2C=CC([N+]([O-])=O)=CC=2)=[O:39])[CH2:35][CH2:34][S:33](=[O:37])(=[O:36])[CH2:32][CH2:31]1.O. The catalyst class is: 435. Product: [F:20][CH:2]([F:1])[O:3][C:4]1[CH:5]=[CH:6][C:7]([CH:10]2[CH2:15][N:14]([C:38]([N:30]3[CH2:35][CH2:34][S:33](=[O:37])(=[O:36])[CH2:32][CH2:31]3)=[O:39])[CH2:13][CH:12]([C:16]([O:18][CH3:19])=[O:17])[CH2:11]2)=[CH:8][CH:9]=1. (10) Reactant: [C:1]([NH:4][C:5]1[N:10]=[CH:9][C:8]([NH:11][C:12](=[O:19])OCC(Cl)(Cl)Cl)=[CH:7][CH:6]=1)(=[O:3])[CH3:2].[F:20][C:21]1[CH:26]=[C:25]([F:27])[CH:24]=[CH:23][C:22]=1[C:28]1[N:29]=[C:30]([N:33]2[CH2:38][CH2:37][NH:36][CH2:35][CH2:34]2)[S:31][CH:32]=1.C(N(C(C)C)CC)(C)C.O. Product: [C:1]([NH:4][C:5]1[N:10]=[CH:9][C:8]([NH:11][C:12]([N:36]2[CH2:37][CH2:38][N:33]([C:30]3[S:31][CH:32]=[C:28]([C:22]4[CH:23]=[CH:24][C:25]([F:27])=[CH:26][C:21]=4[F:20])[N:29]=3)[CH2:34][CH2:35]2)=[O:19])=[CH:7][CH:6]=1)(=[O:3])[CH3:2]. The catalyst class is: 16.